From a dataset of Peptide-MHC class I binding affinity with 185,985 pairs from IEDB/IMGT. Regression. Given a peptide amino acid sequence and an MHC pseudo amino acid sequence, predict their binding affinity value. This is MHC class I binding data. The peptide sequence is ASPVAQSYL. The MHC is HLA-A24:02 with pseudo-sequence HLA-A24:02. The binding affinity (normalized) is 0.